From a dataset of Full USPTO retrosynthesis dataset with 1.9M reactions from patents (1976-2016). Predict the reactants needed to synthesize the given product. (1) Given the product [Cl:40][C:36]1[C:37]([CH3:39])=[CH:38][C:33]([S:30]([NH:29][C:25]2[CH:24]=[C:23]([C:20]3[CH:21]=[CH:22][C:17]([C:15]([NH:14][C@@H:7]([CH3:8])[C:6]([OH:43])=[O:5])=[O:16])=[C:18]([CH3:42])[CH:19]=3)[CH:28]=[CH:27][CH:26]=2)(=[O:31])=[O:32])=[C:34]([CH3:41])[CH:35]=1, predict the reactants needed to synthesize it. The reactants are: C([O:5][C:6](=[O:43])[C@@H:7]([NH:14][C:15]([C:17]1[CH:22]=[CH:21][C:20]([C:23]2[CH:28]=[CH:27][CH:26]=[C:25]([NH:29][S:30]([C:33]3[CH:38]=[C:37]([CH3:39])[C:36]([Cl:40])=[CH:35][C:34]=3[CH3:41])(=[O:32])=[O:31])[CH:24]=2)=[CH:19][C:18]=1[CH3:42])=[O:16])[CH2:8]OC(C)(C)C)(C)(C)C.Cl.C(OC(=O)[C@@H](N)C)C. (2) The reactants are: Cl[C:2]1[C:11]2[C:6](=[CH:7][C:8]([O:14][CH3:15])=[C:9]([O:12][CH3:13])[CH:10]=2)[N:5]=[CH:4][CH:3]=1.[C:16]([CH:24]1[CH2:28][N:27]([C:29]2[CH:34]=[CH:33][C:32]([OH:35])=[C:31]([F:36])[CH:30]=2)[C:26](=[O:37])[CH2:25]1)(=[O:23])[C:17]1[CH:22]=[CH:21][CH:20]=[CH:19][CH:18]=1. Given the product [C:16]([CH:24]1[CH2:28][N:27]([C:29]2[CH:34]=[CH:33][C:32]([O:35][C:2]3[C:11]4[C:6](=[CH:7][C:8]([O:14][CH3:15])=[C:9]([O:12][CH3:13])[CH:10]=4)[N:5]=[CH:4][CH:3]=3)=[C:31]([F:36])[CH:30]=2)[C:26](=[O:37])[CH2:25]1)(=[O:23])[C:17]1[CH:18]=[CH:19][CH:20]=[CH:21][CH:22]=1, predict the reactants needed to synthesize it.